The task is: Predict which catalyst facilitates the given reaction.. This data is from Catalyst prediction with 721,799 reactions and 888 catalyst types from USPTO. (1) The catalyst class is: 4. Reactant: [C:1]([O:5][C:6]([N:8]1[CH2:13][CH2:12][N:11]([C:14]2[N:19]=[CH:18][C:17]([C:20]([OH:22])=O)=[CH:16][N:15]=2)[CH2:10][CH2:9]1)=[O:7])([CH3:4])([CH3:3])[CH3:2].C(N=C=NCCCN(C)C)C.OC1C2N=NNC=2C=CC=1.C(N(CC)CC)C.[CH3:51][NH:52][O:53][CH3:54]. Product: [CH3:54][O:53][N:52]([CH3:51])[C:20]([C:17]1[CH:16]=[N:15][C:14]([N:11]2[CH2:10][CH2:9][N:8]([C:6]([O:5][C:1]([CH3:4])([CH3:2])[CH3:3])=[O:7])[CH2:13][CH2:12]2)=[N:19][CH:18]=1)=[O:22]. (2) Reactant: [C:1]([C:5]1[N:10]=[CH:9][N:8]=[C:7]([NH2:11])[CH:6]=1)([CH3:4])([CH3:3])[CH3:2].Br[CH2:13][C:14]([C:16]1[CH:21]=[CH:20][CH:19]=[CH:18][C:17]=1[N+:22]([O-])=O)=O.O.O.[Sn](Cl)Cl.C(=O)([O-])O.[Na+]. Product: [C:1]([C:5]1[N:10]=[CH:9][N:8]2[CH:13]=[C:14]([C:16]3[CH:21]=[CH:20][CH:19]=[CH:18][C:17]=3[NH2:22])[N:11]=[C:7]2[CH:6]=1)([CH3:4])([CH3:2])[CH3:3]. The catalyst class is: 162.